Task: Predict the reactants needed to synthesize the given product.. Dataset: Full USPTO retrosynthesis dataset with 1.9M reactions from patents (1976-2016) (1) Given the product [Cl:11][C:12]1[CH:13]=[C:14]([CH:18]=[CH:19][C:20]=1[F:21])[C:15]([NH:10][C:8]1[CH:9]=[C:4]2[CH:3]=[CH:2][NH:1][C:5]2=[CH:6][N:7]=1)=[O:16], predict the reactants needed to synthesize it. The reactants are: [NH:1]1[C:5]2=[CH:6][N:7]=[C:8]([NH2:10])[CH:9]=[C:4]2[CH:3]=[CH:2]1.[Cl:11][C:12]1[CH:13]=[C:14]([CH:18]=[CH:19][C:20]=1[F:21])[C:15](Cl)=[O:16]. (2) Given the product [CH:7]1[C:8]([CH2:16][C@@H:17]([NH2:34])[CH2:18][C:19]([N:21]2[CH2:33][C:25]3=[N:26][N:27]=[C:28]([C:29]([F:32])([F:31])[F:30])[N:24]3[CH2:23][CH2:22]2)=[O:20])=[C:9]([F:15])[CH:10]=[C:11]([F:14])[C:12]=1[F:13].[S:3]([CH2:1][CH3:2])([O-:6])(=[O:5])=[O:4], predict the reactants needed to synthesize it. The reactants are: [CH2:1]([S:3]([OH:6])(=[O:5])=[O:4])[CH3:2].[CH:7]1[C:8]([CH2:16][C@@H:17]([NH2:34])[CH2:18][C:19]([N:21]2[CH2:33][C:25]3=[N:26][N:27]=[C:28]([C:29]([F:32])([F:31])[F:30])[N:24]3[CH2:23][CH2:22]2)=[O:20])=[C:9]([F:15])[CH:10]=[C:11]([F:14])[C:12]=1[F:13]. (3) Given the product [Cl:18][C:13]1[CH:12]=[C:11]([CH2:9][OH:8])[CH:16]=[C:15]([CH3:17])[N:14]=1, predict the reactants needed to synthesize it. The reactants are: [H-].[Al+3].[Li+].[H-].[H-].[H-].C[O:8][C:9]([C:11]1[CH:16]=[C:15]([CH3:17])[N:14]=[C:13]([Cl:18])[CH:12]=1)=O.